Dataset: Full USPTO retrosynthesis dataset with 1.9M reactions from patents (1976-2016). Task: Predict the reactants needed to synthesize the given product. Given the product [Br:1][C:2]1[CH:7]=[CH:6][C:5]([N:8]2[CH2:12][CH2:11][C@H:10]([O:13][Si:18]([C:15]([CH3:17])([CH3:16])[CH3:14])([CH3:20])[CH3:19])[CH2:9]2)=[CH:4][CH:3]=1, predict the reactants needed to synthesize it. The reactants are: [Br:1][C:2]1[CH:7]=[CH:6][C:5]([N:8]2[CH2:12][CH2:11][C@H:10]([OH:13])[CH2:9]2)=[CH:4][CH:3]=1.[CH3:14][C:15]([Si:18](Cl)([CH3:20])[CH3:19])([CH3:17])[CH3:16].N1C=CN=C1.[NH4+].[Cl-].